This data is from Forward reaction prediction with 1.9M reactions from USPTO patents (1976-2016). The task is: Predict the product of the given reaction. (1) Given the reactants [C:1]([C:5]1[CH:6]=[C:7]2[C:11](=[CH:12][CH:13]=1)[CH:10]([NH2:14])[CH2:9][CH2:8]2)([CH3:4])([CH3:3])[CH3:2].C(N[C@H](C(O)=O)CC(C)C)(=O)C, predict the reaction product. The product is: [C:1]([C:5]1[CH:6]=[C:7]2[C:11](=[CH:12][CH:13]=1)[C@@H:10]([NH2:14])[CH2:9][CH2:8]2)([CH3:4])([CH3:2])[CH3:3]. (2) Given the reactants O/[C:2](=[C:7]1\[C:8](=O)[C:9]2[C:14]([CH2:15][CH2:16]\1)=[CH:13][C:12]([O:17]COCCOC)=[CH:11][CH:10]=2)/[C:3]([O:5][CH3:6])=[O:4].Cl.[NH2:26][NH2:27].C([O-])(O)=O.[Na+].O, predict the reaction product. The product is: [OH:17][C:12]1[CH:11]=[CH:10][C:9]2[C:8]3[C:7](=[C:2]([C:3]([O:5][CH3:6])=[O:4])[NH:26][N:27]=3)[CH2:16][CH2:15][C:14]=2[CH:13]=1. (3) Given the reactants [CH2:1]([N:3]1[CH2:16][CH2:15][CH:6]2[NH:7][C:8]3[CH:9]=[CH:10][C:11]([CH3:14])=[CH:12][C:13]=3[CH:5]2[CH2:4]1)[CH3:2].N1CCC[C@H]1C(O)=O.Br[CH:26]=[C:27]([C:29]1[CH:34]=[CH:33][N:32]=[CH:31][CH:30]=1)[CH3:28], predict the reaction product. The product is: [CH2:1]([N:3]1[CH2:16][CH2:15][C:6]2[N:7](/[CH:26]=[C:27](/[C:29]3[CH:34]=[CH:33][N:32]=[CH:31][CH:30]=3)\[CH3:28])[C:8]3[CH:9]=[CH:10][C:11]([CH3:14])=[CH:12][C:13]=3[C:5]=2[CH2:4]1)[CH3:2].